This data is from Catalyst prediction with 721,799 reactions and 888 catalyst types from USPTO. The task is: Predict which catalyst facilitates the given reaction. Reactant: [CH3:1][S:2][C:3]1[CH:10]=[CH:9][C:6]([CH:7]=O)=[CH:5][CH:4]=1.[CH2:11]([NH2:14])[CH2:12][NH2:13].C([O-])([O-])=O.[K+].[K+].II. Product: [CH3:1][S:2][C:3]1[CH:10]=[CH:9][C:6]([C:7]2[NH:13][CH2:12][CH2:11][N:14]=2)=[CH:5][CH:4]=1. The catalyst class is: 218.